Dataset: Reaction yield outcomes from USPTO patents with 853,638 reactions. Task: Predict the reaction yield, written as a fraction of the theoretical maximum amount of product (1.0 means a 100% yield; for example, 0.34 means a 34% yield). (1) The reactants are [F:1][C:2]1[CH:3]=[C:4]([C@H:8]2[CH2:12][C@@H:11]([OH:13])[CH2:10][N:9]2[C:14]2[CH:19]=[CH:18][N:17]3[N:20]=[CH:21][C:22]([C:23]([OH:25])=O)=[C:16]3[N:15]=2)[CH:5]=[CH:6][CH:7]=1.[C:26]([NH2:30])([CH3:29])([CH3:28])[CH3:27]. No catalyst specified. The product is [C:26]([NH:30][C:23]([C:22]1[CH:21]=[N:20][N:17]2[CH:18]=[CH:19][C:14]([N:9]3[CH2:10][C@H:11]([OH:13])[CH2:12][C@@H:8]3[C:4]3[CH:5]=[CH:6][CH:7]=[C:2]([F:1])[CH:3]=3)=[N:15][C:16]=12)=[O:25])([CH3:29])([CH3:28])[CH3:27]. The yield is 1.00. (2) The yield is 0.230. The reactants are [C:1]([C:4]1[CH:9]=[CH:8][CH:7]=[CH:6][N:5]=1)(=[O:3])[CH3:2].[BrH:10].[Br:11]CC(C1C=NC=CC=1)=O. No catalyst specified. The product is [BrH:11].[Br:10][CH2:2][C:1]([C:4]1[CH:9]=[CH:8][CH:7]=[CH:6][N:5]=1)=[O:3].